This data is from Full USPTO retrosynthesis dataset with 1.9M reactions from patents (1976-2016). The task is: Predict the reactants needed to synthesize the given product. (1) Given the product [CH3:1][O:2][C:3]1[CH:4]=[C:5]([O:23][C:24]2[CH:25]=[N:26][C:27]([CH2:30][O:31][CH3:32])=[CH:28][CH:29]=2)[CH:6]=[C:7]2[C:11]=1[NH:10][C:9]([C:12]1[S:13][CH:14]([CH2:17][C:18]([OH:20])=[O:19])[CH2:15][N:16]=1)=[CH:8]2, predict the reactants needed to synthesize it. The reactants are: [CH3:1][O:2][C:3]1[CH:4]=[C:5]([O:23][C:24]2[CH:25]=[N:26][C:27]([CH2:30][O:31][CH3:32])=[CH:28][CH:29]=2)[CH:6]=[C:7]2[C:11]=1[NH:10][C:9]([C:12]1[S:13][CH:14]([CH2:17][C:18]([O:20]CC)=[O:19])[CH2:15][N:16]=1)=[CH:8]2.[OH-].[Na+]. (2) Given the product [C:1]([O:5][C:6]([N:8]1[CH2:21][CH2:20][C:11]2[C:12]3[C:17]([NH:27][C:26]4[CH:28]=[CH:29][C:23]([F:22])=[CH:24][C:25]=4[O:30][CH:31]4[CH2:36][CH2:35][O:34][CH2:33][CH2:32]4)=[N:16][CH:15]=[N:14][C:13]=3[S:19][C:10]=2[CH2:9]1)=[O:7])([CH3:4])([CH3:3])[CH3:2], predict the reactants needed to synthesize it. The reactants are: [C:1]([O:5][C:6]([N:8]1[CH2:21][CH2:20][C:11]2[C:12]3[C:17](Cl)=[N:16][CH:15]=[N:14][C:13]=3[S:19][C:10]=2[CH2:9]1)=[O:7])([CH3:4])([CH3:3])[CH3:2].[F:22][C:23]1[CH:29]=[CH:28][C:26]([NH2:27])=[C:25]([O:30][CH:31]2[CH2:36][CH2:35][O:34][CH2:33][CH2:32]2)[CH:24]=1.C1(C)C=CC(S(O)(=O)=O)=CC=1. (3) Given the product [CH3:13][C:8]1[CH:9]=[CH:10][CH:11]=[CH:12][C:7]=1[C:6]1[O:5][C:4]([CH:14]=[O:15])=[CH:3][C:2]=1[S:22][C:16]1[CH:21]=[CH:20][CH:19]=[CH:18][CH:17]=1, predict the reactants needed to synthesize it. The reactants are: Br[C:2]1[CH:3]=[C:4]([CH:14]=[O:15])[O:5][C:6]=1[C:7]1[CH:12]=[CH:11][CH:10]=[CH:9][C:8]=1[CH3:13].[C:16]1([SH:22])[CH:21]=[CH:20][CH:19]=[CH:18][CH:17]=1.C(=O)([O-])[O-].[K+].[K+].O. (4) The reactants are: [CH:1]1([C:4]2[N:8](C(OC(C)(C)C)=O)[C:7]3[CH:16]=[C:17]([C:26]4[C:27]([CH3:32])=[N:28][O:29][C:30]=4[CH3:31])[CH:18]=[C:19]([C:20]([CH:22]4[CH2:25][CH2:24][O:23]4)=[O:21])[C:6]=3[N:5]=2)[CH2:3][CH2:2]1.[CH3:33][C:34]1[N:39]=[C:38]([Mg]Br)[CH:37]=[CH:36][CH:35]=1.C1C[O:45]CC1. Given the product [CH:1]1([C:4]2[NH:8][C:7]3[CH:16]=[C:17]([C:26]4[C:27]([CH3:32])=[N:28][O:29][C:30]=4[CH3:31])[CH:18]=[C:19]([C:20]([C:38]4[CH:37]=[CH:36][CH:35]=[C:34]([CH3:33])[N:39]=4)([OH:21])[CH:22]([OH:23])[CH2:25][CH2:24][OH:45])[C:6]=3[N:5]=2)[CH2:3][CH2:2]1, predict the reactants needed to synthesize it. (5) Given the product [CH2:22]([NH:21][C:19](=[O:20])[C:18]1[CH:24]=[CH:25][C:26]([CH3:27])=[C:16]([N:11]2[CH:10]=[C:9]([CH3:28])[C:8]3[C:13](=[CH:14][C:5]([O:4][CH2:3][CH2:2][N:32]([CH:33]([CH3:35])[CH3:34])[CH3:31])=[CH:6][CH:7]=3)[C:12]2=[O:15])[CH:17]=1)[CH3:23], predict the reactants needed to synthesize it. The reactants are: Cl[CH2:2][CH2:3][O:4][C:5]1[CH:14]=[C:13]2[C:8]([C:9]([CH3:28])=[CH:10][N:11]([C:16]3[CH:17]=[C:18]([CH:24]=[CH:25][C:26]=3[CH3:27])[C:19]([NH:21][CH2:22][CH3:23])=[O:20])[C:12]2=[O:15])=[CH:7][CH:6]=1.[I-].[K+].[CH3:31][NH:32][CH:33]([CH3:35])[CH3:34].